Dataset: Reaction yield outcomes from USPTO patents with 853,638 reactions. Task: Predict the reaction yield, written as a fraction of the theoretical maximum amount of product (1.0 means a 100% yield; for example, 0.34 means a 34% yield). (1) The yield is 1.00. The reactants are [CH3:1][C:2]1[C:8]([Cl:9])=[CH:7][CH:6]=[CH:5][C:3]=1[NH2:4].C([O-])(=O)C.[K+].C(OC(=O)C)(=O)C.[N:22](OCCC(C)C)=O.[Li+].[OH-]. The catalyst is O.C1COCC1.C(Cl)(Cl)Cl. The product is [Cl:9][C:8]1[CH:7]=[CH:6][CH:5]=[C:3]2[C:2]=1[CH:1]=[N:22][NH:4]2. (2) The reactants are [Cl:1][C:2]1[CH:3]=[C:4]2[C:13](=[C:14]3[C:19]=1[CH:18]=[CH:17][CH:16]=[N:15]3)[NH:12][S:11](=[O:21])(=[O:20])[C:10]1[C:5]2=[CH:6][C:7](F)=[CH:8][CH:9]=1.C([N:30]1[CH2:34][CH2:33][CH:32]([OH:35])[CH2:31]1)(OC(C)(C)C)=O.[H-].[Na+]. The catalyst is CN1C(=O)CCC1. The product is [Cl:1][C:2]1[CH:3]=[C:4]2[C:13](=[C:14]3[C:19]=1[CH:18]=[CH:17][CH:16]=[N:15]3)[NH:12][S:11](=[O:21])(=[O:20])[C:10]1[C:5]2=[CH:6][C:7]([O:35][CH:32]2[CH2:33][CH2:34][NH:30][CH2:31]2)=[CH:8][CH:9]=1. The yield is 0.140. (3) The reactants are I[C:2]1[CH:3]=[C:4]([C:8]2[N:13]=[CH:12][C:11]([C:14]3[CH:15]=[N:16][N:17]([CH:19]4[CH2:24][CH2:23][N:22]([C:25]([O:27][C:28]([CH3:31])([CH3:30])[CH3:29])=[O:26])[CH2:21][CH2:20]4)[CH:18]=3)=[CH:10][N:9]=2)[CH:5]=[CH:6][CH:7]=1.[C:32]([Si:34]([CH3:37])([CH3:36])[CH3:35])#[CH:33].C(Cl)Cl. The catalyst is C1COCC1.CN(C=O)C.CCOC(C)=O.C1C=CC(P(C2C=CC=CC=2)[C-]2C=CC=C2)=CC=1.C1C=CC(P(C2C=CC=CC=2)[C-]2C=CC=C2)=CC=1.Cl[Pd]Cl.[Fe+2].[Cu]I. The product is [C:28]([O:27][C:25]([N:22]1[CH2:23][CH2:24][CH:19]([N:17]2[CH:18]=[C:14]([C:11]3[CH:10]=[N:9][C:8]([C:4]4[CH:5]=[CH:6][CH:7]=[C:2]([C:33]#[C:32][Si:34]([CH3:37])([CH3:36])[CH3:35])[CH:3]=4)=[N:13][CH:12]=3)[CH:15]=[N:16]2)[CH2:20][CH2:21]1)=[O:26])([CH3:31])([CH3:30])[CH3:29]. The yield is 0.390. (4) The reactants are [CH2:1]([O:3][P:4]([CH2:9][CH2:10][C:11]([CH3:28])=[CH:12][CH2:13][C:14]1[C:15]([OH:27])=[C:16]2[C:20](=[C:21]([CH3:25])[C:22]=1[O:23][CH3:24])[CH2:19][O:18][C:17]2=[O:26])(=[O:8])[O:5]CC)[CH3:2].[Li+].[OH-].CO.Cl. The catalyst is [Cl-].[Na+].O.O. The product is [CH2:1]([O:3][P:4]([CH2:9][CH2:10][C:11]([CH3:28])=[CH:12][CH2:13][C:14]1[C:15]([OH:27])=[C:16]2[C:20](=[C:21]([CH3:25])[C:22]=1[O:23][CH3:24])[CH2:19][O:18][C:17]2=[O:26])(=[O:5])[OH:8])[CH3:2]. The yield is 0.280. (5) The reactants are [N:1]1([C:10]([O:12][CH2:13][C:14]2[CH:19]=[CH:18][CH:17]=[CH:16][CH:15]=2)=[O:11])[CH2:9][C@H:7]([OH:8])[CH2:6][C@H:2]1[C:3]([OH:5])=[O:4].C1CCN2C(=NCCC2)CC1.[Si:31](Cl)([C:34]([CH3:37])([CH3:36])[CH3:35])([CH3:33])[CH3:32]. The catalyst is CN(C=O)C. The product is [CH2:13]([O:12][C:10]([N:1]1[CH2:9][CH:7]([O:8][Si:31]([C:34]([CH3:37])([CH3:36])[CH3:35])([CH3:33])[CH3:32])[CH2:6][CH:2]1[C:3]([OH:5])=[O:4])=[O:11])[C:14]1[CH:19]=[CH:18][CH:17]=[CH:16][CH:15]=1. The yield is 0.960. (6) The reactants are [CH3:1][CH:2]([O:4][C@H:5]1[CH2:10][CH2:9][C@H:8]([N:11]2[CH2:16][CH2:15][CH:14]([NH:17]C(=O)OC(C)(C)C)[CH2:13][CH2:12]2)[CH2:7][CH2:6]1)[CH3:3].[ClH:25].O1CCOCC1. The catalyst is ClCCl. The product is [ClH:25].[ClH:25].[CH3:3][CH:2]([O:4][C@H:5]1[CH2:6][CH2:7][C@H:8]([N:11]2[CH2:12][CH2:13][CH:14]([NH2:17])[CH2:15][CH2:16]2)[CH2:9][CH2:10]1)[CH3:1]. The yield is 0.930. (7) The reactants are Br[C:2]1[C:3]2[O:12][C:11]([CH2:13][N:14]3[CH2:19][CH2:18][N:17]([S:20]([CH3:23])(=[O:22])=[O:21])[CH2:16][CH2:15]3)=[CH:10][C:4]=2[C:5](=[O:9])[N:6]([CH3:8])[CH:7]=1.IC1C(=O)N(C)C=C(I)C=1OC.[CH:36]1([CH2:39][O:40][C:41]2[CH:42]=[N:43][CH:44]=[CH:45][C:46]=2B2OC(C)(C)C(C)(C)O2)[CH2:38][CH2:37]1.C(=O)([O-])[O-].[Na+].[Na+]. The catalyst is C(OCC)(=O)C.O.C1C=CC([P]([Pd]([P](C2C=CC=CC=2)(C2C=CC=CC=2)C2C=CC=CC=2)([P](C2C=CC=CC=2)(C2C=CC=CC=2)C2C=CC=CC=2)[P](C2C=CC=CC=2)(C2C=CC=CC=2)C2C=CC=CC=2)(C2C=CC=CC=2)C2C=CC=CC=2)=CC=1. The product is [CH:36]1([CH2:39][O:40][C:41]2[CH:42]=[N:43][CH:44]=[CH:45][C:46]=2[C:2]2[C:3]3[O:12][C:11]([CH2:13][N:14]4[CH2:19][CH2:18][N:17]([S:20]([CH3:23])(=[O:22])=[O:21])[CH2:16][CH2:15]4)=[CH:10][C:4]=3[C:5](=[O:9])[N:6]([CH3:8])[CH:7]=2)[CH2:37][CH2:38]1. The yield is 0.466. (8) The reactants are [NH2:1][C:2]1[CH:7]=[CH:6][C:5](Br)=[CH:4][N:3]=1.[C:9]([O:14][CH2:15][CH3:16])(=[O:13])[C:10]([CH3:12])=[CH2:11].CCN(C(C)C)C(C)C.C1(C)C=CC=CC=1P(C1C=CC=CC=1C)C1C=CC=CC=1C. The catalyst is C(#N)CC.C([O-])(=O)C.[Pd+2].C([O-])(=O)C. The product is [NH2:1][C:2]1[N:3]=[CH:4][C:5](/[CH:11]=[C:10](\[CH3:12])/[C:9]([O:14][CH2:15][CH3:16])=[O:13])=[CH:6][CH:7]=1. The yield is 0.370. (9) The reactants are S(S([O-])=O)([O-])=O.[Na+].[Na+].[Cl:9][C:10]1[CH:15]=[CH:14][C:13]([C:16]2[C:20]3[CH2:21][N:22]([C:25](=[O:27])[CH3:26])[CH2:23][CH2:24][C:19]=3[N:18]([CH2:28][CH:29]([OH:44])[CH2:30][N:31]3[CH2:36][CH2:35][N:34]([C:37]4[CH:42]=[CH:41][CH:40]=[CH:39][C:38]=4[CH3:43])[CH2:33][CH2:32]3)[N:17]=2)=[CH:12][C:11]=1[N+:45]([O-])=O.Cl.C(=O)(O)[O-].[Na+]. The catalyst is O.C1COCC1. The product is [NH2:45][C:11]1[CH:12]=[C:13]([C:16]2[C:20]3[CH2:21][N:22]([C:25](=[O:27])[CH3:26])[CH2:23][CH2:24][C:19]=3[N:18]([CH2:28][CH:29]([OH:44])[CH2:30][N:31]3[CH2:32][CH2:33][N:34]([C:37]4[CH:42]=[CH:41][CH:40]=[CH:39][C:38]=4[CH3:43])[CH2:35][CH2:36]3)[N:17]=2)[CH:14]=[CH:15][C:10]=1[Cl:9]. The yield is 0.841. (10) The reactants are FC(F)(F)C([O-])=O.[C:8]([C:10]1[C:23]([N+:24]([O-:26])=[O:25])=[CH:22][CH:21]=[CH:20][C:11]=1[O:12][CH2:13][C@H:14]1[CH2:19][CH2:18][CH2:17][CH2:16][NH2+:15]1)#[N:9].C(N(CC)CC)C.[N:34]1[CH:39]=[CH:38][C:37]([CH2:40][NH:41][C:42](=O)[O:43]C2C=CC([N+]([O-])=O)=CC=2)=[CH:36][CH:35]=1.O. The catalyst is ClCCl. The product is [C:8]([C:10]1[C:23]([N+:24]([O-:26])=[O:25])=[CH:22][CH:21]=[CH:20][C:11]=1[O:12][CH2:13][C@H:14]1[CH2:19][CH2:18][CH2:17][CH2:16][N:15]1[C:42]([NH:41][CH2:40][C:37]1[CH:38]=[CH:39][N:34]=[CH:35][CH:36]=1)=[O:43])#[N:9]. The yield is 0.320.